Predict the product of the given reaction. From a dataset of Forward reaction prediction with 1.9M reactions from USPTO patents (1976-2016). (1) Given the reactants C[Mg]Br.[NH2:4][C:5]1[N:10]=[C:9]([NH2:11])[C:8]([O:12][C:13]2[C:14]([CH:24]([CH3:26])[CH3:25])=[CH:15][C:16]([O:22][CH3:23])=[C:17]([C:19](=[O:21])[CH3:20])[CH:18]=2)=[CH:7][N:6]=1.[C:27]([O-])([O-])=O.[K+].[K+].IC, predict the reaction product. The product is: [NH2:4][C:5]1[N:10]=[C:9]([NH2:11])[C:8]([O:12][C:13]2[C:14]([CH:24]([CH3:26])[CH3:25])=[CH:15][C:16]([O:22][CH3:23])=[C:17]([C:19]([OH:21])([CH3:27])[CH3:20])[CH:18]=2)=[CH:7][N:6]=1. (2) Given the reactants [CH3:1]C(C)([O-])C.[K+].[CH3:7][C:8]([CH3:52])([CH2:50][CH3:51])[CH2:9][C:10]1[N:11]=[C:12]([CH2:34][CH:35]([C:37]2[CH:42]=[CH:41][C:40]([C:43]3[CH:48]=[CH:47][C:46]([F:49])=[CH:45][N:44]=3)=[CH:39][CH:38]=2)[OH:36])[N:13]([C:15]([C:28]2[CH:33]=[CH:32][CH:31]=[CH:30][CH:29]=2)([C:22]2[CH:27]=[CH:26][CH:25]=[CH:24][CH:23]=2)[C:16]2[CH:21]=[CH:20][CH:19]=[CH:18][CH:17]=2)[CH:14]=1.CI, predict the reaction product. The product is: [CH3:7][C:8]([CH3:52])([CH2:50][CH3:51])[CH2:9][C:10]1[N:11]=[C:12]([CH2:34][CH:35]([C:37]2[CH:38]=[CH:39][C:40]([C:43]3[CH:48]=[CH:47][C:46]([F:49])=[CH:45][N:44]=3)=[CH:41][CH:42]=2)[O:36][CH3:1])[N:13]([C:15]([C:28]2[CH:33]=[CH:32][CH:31]=[CH:30][CH:29]=2)([C:16]2[CH:17]=[CH:18][CH:19]=[CH:20][CH:21]=2)[C:22]2[CH:27]=[CH:26][CH:25]=[CH:24][CH:23]=2)[CH:14]=1. (3) Given the reactants [C:1]([C:9]1[CH:14]=[CH:13][N:12]=[CH:11][C:10]=1[CH:15]=[O:16])(=[O:8])[C:2]1[CH:7]=[CH:6][CH:5]=[CH:4][CH:3]=1.[C:17]1([Mg]Br)[CH:22]=[CH:21][CH:20]=[CH:19][CH:18]=1, predict the reaction product. The product is: [OH:16][CH:15]([C:17]1[CH:22]=[CH:21][CH:20]=[CH:19][CH:18]=1)[C:10]1[CH:11]=[N:12][CH:13]=[CH:14][C:9]=1[C:1]([C:2]1[CH:3]=[CH:4][CH:5]=[CH:6][CH:7]=1)=[O:8]. (4) Given the reactants [Br:1][C:2]1[CH:7]=[CH:6][C:5]([CH3:8])=[CH:4][C:3]=1[F:9].[Br:10]N1C(=O)CCC1=O.C(OOC(=O)C1C=CC=CC=1)(=O)C1C=CC=CC=1, predict the reaction product. The product is: [Br:1][C:2]1[CH:7]=[CH:6][C:5]([CH2:8][Br:10])=[CH:4][C:3]=1[F:9]. (5) Given the reactants [N+:1]([C:4]1[CH:5]=[CH:6][C:7]([CH2:10][CH2:11][C@H:12]([NH:23]C(OCC2C=CC=CC=2)=O)[C:13]([O:15]CC2C=CC=CC=2)=[O:14])=[N:8][CH:9]=1)([O-])=O.C.[H][H], predict the reaction product. The product is: [NH2:23][C@@H:12]([CH2:11][CH2:10][C:7]1[CH:6]=[CH:5][C:4]([NH2:1])=[CH:9][N:8]=1)[C:13]([OH:15])=[O:14].